Dataset: Forward reaction prediction with 1.9M reactions from USPTO patents (1976-2016). Task: Predict the product of the given reaction. (1) The product is: [CH3:1][N:2]1[C:14]2[C:13]3[N:12]=[C:11]([NH:15][C:16]4[CH:21]=[CH:20][CH:19]=[CH:18][N:17]=4)[N:10]=[CH:9][C:8]=3[CH2:7][CH2:6][C:5]=2[C:4]([C:22]([NH2:28])=[O:24])=[N:3]1. Given the reactants [CH3:1][N:2]1[C:14]2[C:13]3[N:12]=[C:11]([NH:15][C:16]4[CH:21]=[CH:20][CH:19]=[CH:18][N:17]=4)[N:10]=[CH:9][C:8]=3[CH2:7][CH2:6][C:5]=2[C:4]([C:22]([O:24]CC)=O)=[N:3]1.[OH-].[NH4+:28], predict the reaction product. (2) Given the reactants [C:1]([O:5][C:6]([NH:8][C@@H:9]([CH2:39][C:40]1[CH:45]=[CH:44][C:43]([OH:46])=[CH:42][CH:41]=1)[CH2:10][N:11]([CH2:14][CH:15]([NH:31][C:32]([O:34][C:35]([CH3:38])([CH3:37])[CH3:36])=[O:33])[CH2:16][C:17]1[CH:22]=[CH:21][C:20]([O:23]CC2C=CC=CC=2)=[CH:19][CH:18]=1)[CH2:12][CH3:13])=[O:7])([CH3:4])([CH3:3])[CH3:2], predict the reaction product. The product is: [C:1]([O:5][C:6]([NH:8][C@@H:9]([CH2:39][C:40]1[CH:41]=[CH:42][C:43]([OH:46])=[CH:44][CH:45]=1)[CH2:10][N:11]([CH2:14][CH:15]([NH:31][C:32]([O:34][C:35]([CH3:38])([CH3:36])[CH3:37])=[O:33])[CH2:16][C:17]1[CH:18]=[CH:19][C:20]([OH:23])=[CH:21][CH:22]=1)[CH2:12][CH3:13])=[O:7])([CH3:2])([CH3:3])[CH3:4]. (3) Given the reactants Cl[C:2]1[C:7]([C:8]([O:10][CH2:11][C:12]2[CH:17]=[CH:16][CH:15]=[CH:14][CH:13]=2)=[O:9])=[CH:6][N:5]=[C:4]([Cl:18])[CH:3]=1.[NH:19]1[CH2:24][CH2:23][CH:22]([CH2:25][OH:26])[CH2:21][CH2:20]1.C(=O)([O-])[O-].[K+].[K+].CN(C=O)C, predict the reaction product. The product is: [Cl:18][C:4]1[CH:3]=[C:2]([N:19]2[CH2:24][CH2:23][CH:22]([CH2:25][OH:26])[CH2:21][CH2:20]2)[C:7]([C:8]([O:10][CH2:11][C:12]2[CH:17]=[CH:16][CH:15]=[CH:14][CH:13]=2)=[O:9])=[CH:6][N:5]=1. (4) Given the reactants [N:1]1([CH:7]2[CH2:12][CH2:11][NH:10][CH2:9][CH2:8]2)[CH2:6][CH2:5][CH2:4][CH2:3][CH2:2]1.Br[CH2:14][C:15]#[N:16], predict the reaction product. The product is: [N:1]1([CH:7]2[CH2:12][CH2:11][N:10]([CH2:14][C:15]#[N:16])[CH2:9][CH2:8]2)[CH2:6][CH2:5][CH2:4][CH2:3][CH2:2]1. (5) Given the reactants CCO.Cl.[CH2:5]([NH:12]/[C:13](/[C:21]1[CH:26]=[C:25]([Br:27])[CH:24]=[CH:23][C:22]=1[OH:28])=[CH:14]\[C:15](=O)[C:16]([F:19])([F:18])[F:17])[C:6]1[CH:11]=[CH:10][CH:9]=[CH:8][CH:7]=1, predict the reaction product. The product is: [Br:27][C:25]1[CH:26]=[C:21]2[C:22](=[CH:23][CH:24]=1)[O:28][C:15]([C:16]([F:18])([F:19])[F:17])=[CH:14]/[C:13]/2=[N:12]/[CH2:5][C:6]1[CH:7]=[CH:8][CH:9]=[CH:10][CH:11]=1. (6) Given the reactants [Cl:1][C:2]1[C:11]([NH2:12])=[CH:10][C:5]2[C:6]([CH3:9])=[N:7][S:8][C:4]=2[CH:3]=1.[CH3:13][O:14][C:15]1[CH:16]=[C:17]([S:23](Cl)(=[O:25])=[O:24])[CH:18]=[CH:19][C:20]=1[O:21][CH3:22], predict the reaction product. The product is: [Cl:1][C:2]1[C:11]([NH:12][S:23]([C:17]2[CH:18]=[CH:19][C:20]([O:21][CH3:22])=[C:15]([O:14][CH3:13])[CH:16]=2)(=[O:25])=[O:24])=[CH:10][C:5]2[C:6]([CH3:9])=[N:7][S:8][C:4]=2[CH:3]=1.